From a dataset of Forward reaction prediction with 1.9M reactions from USPTO patents (1976-2016). Predict the product of the given reaction. (1) The product is: [Cl-:1].[C:30]1([C:23]2([C:21]([O:20][C@@H:14]3[CH:15]4[CH2:18][CH2:19][N+:12]([CH2:2][C:3](=[O:4])[NH:5][C:6]5[CH:11]=[CH:10][N:9]=[CH:8][CH:7]=5)([CH2:17][CH2:16]4)[CH2:13]3)=[O:22])[CH2:29][CH2:28][CH2:27][CH2:26][CH2:25][CH2:24]2)[CH:31]=[CH:32][CH:33]=[CH:34][CH:35]=1. Given the reactants [Cl:1][CH2:2][C:3]([NH:5][C:6]1[CH:11]=[CH:10][N:9]=[CH:8][CH:7]=1)=[O:4].[N:12]12[CH2:19][CH2:18][CH:15]([CH2:16][CH2:17]1)[C@@H:14]([O:20][C:21]([C:23]1([C:30]3[CH:35]=[CH:34][CH:33]=[CH:32][CH:31]=3)[CH2:29][CH2:28][CH2:27][CH2:26][CH2:25][CH2:24]1)=[O:22])[CH2:13]2.C(OCC)C, predict the reaction product. (2) Given the reactants F[C:2]1[CH:9]=[CH:8][CH:7]=[C:6]([F:10])[C:3]=1[C:4]#[N:5].[NH:11]1[CH:15]=[CH:14][CH:13]=[N:12]1.C(=O)([O-])[O-].[Cs+].[Cs+].O, predict the reaction product. The product is: [F:10][C:6]1[CH:7]=[CH:8][CH:9]=[C:2]([N:11]2[CH:15]=[CH:14][CH:13]=[N:12]2)[C:3]=1[C:4]#[N:5].